This data is from Full USPTO retrosynthesis dataset with 1.9M reactions from patents (1976-2016). The task is: Predict the reactants needed to synthesize the given product. Given the product [CH2:64]([O:66][C:67]([N:69]1[CH2:74][CH2:73][N:72]([C:75](=[O:85])[C@@H:76]([NH:84][C:27]([C:18]2[CH:17]=[C:16]([O:15][CH2:14][C:13]([N:9]3[CH2:10][CH2:11][CH2:12][C@H:8]3[C:6](=[O:7])[NH:5][CH:1]3[CH2:4][CH2:3][CH2:2]3)=[O:30])[N:20]([C:21]3[CH:26]=[CH:25][CH:24]=[CH:23][CH:22]=3)[N:19]=2)=[O:29])[CH2:77][CH2:78][C:79]2[N:80]=[N:81][NH:82][N:83]=2)[CH2:71][CH2:70]1)=[O:68])[CH3:65], predict the reactants needed to synthesize it. The reactants are: [CH:1]1([NH:5][C:6]([C@@H:8]2[CH2:12][CH2:11][CH2:10][N:9]2[C:13](=[O:30])[CH2:14][O:15][C:16]2[N:20]([C:21]3[CH:26]=[CH:25][CH:24]=[CH:23][CH:22]=3)[N:19]=[C:18]([C:27]([OH:29])=O)[CH:17]=2)=[O:7])[CH2:4][CH2:3][CH2:2]1.CCN(C(C)C)C(C)C.CN(C(ON1N=NC2C=CC=NC1=2)=[N+](C)C)C.F[P-](F)(F)(F)(F)F.[CH2:64]([O:66][C:67]([N:69]1[CH2:74][CH2:73][N:72]([C:75](=[O:85])[C@@H:76]([NH2:84])[CH2:77][CH2:78][C:79]2[N:80]=[N:81][NH:82][N:83]=2)[CH2:71][CH2:70]1)=[O:68])[CH3:65].